From a dataset of CYP3A4 substrate classification data from Carbon-Mangels et al.. Regression/Classification. Given a drug SMILES string, predict its absorption, distribution, metabolism, or excretion properties. Task type varies by dataset: regression for continuous measurements (e.g., permeability, clearance, half-life) or binary classification for categorical outcomes (e.g., BBB penetration, CYP inhibition). Dataset: cyp3a4_substrate_carbonmangels. The drug is Clc1ccc(CS[C@@H](Cn2ccnc2)c2ccc(Cl)cc2Cl)cc1. The result is 0 (non-substrate).